Dataset: Catalyst prediction with 721,799 reactions and 888 catalyst types from USPTO. Task: Predict which catalyst facilitates the given reaction. (1) Reactant: [NH2:1][C:2]1[CH:27]=[CH:26][C:5]2[O:6][C:7]3[CH:25]=[CH:24][CH:23]=[CH:22][C:8]=3[C@@H:9]3[C@H:14]([NH:15][C:16](=[O:21])[C:17]([F:20])([F:19])[F:18])[CH2:13][CH2:12][CH2:11][N:10]3[C:4]=2[CH:3]=1.[C:28](Cl)(=[O:31])[CH2:29][CH3:30].C(N(CC)CC)C. Product: [O:31]=[C:28]([NH:1][C:2]1[CH:27]=[CH:26][C:5]2[O:6][C:7]3[CH:25]=[CH:24][CH:23]=[CH:22][C:8]=3[C@@H:9]3[C@H:14]([NH:15][C:16](=[O:21])[C:17]([F:19])([F:20])[F:18])[CH2:13][CH2:12][CH2:11][N:10]3[C:4]=2[CH:3]=1)[CH2:29][CH3:30]. The catalyst class is: 2. (2) Reactant: C([CH2:3][C:4]([O:9][C:10]1[CH:15]=[CH:14][C:13]([CH:16]=O)=[CH:12][CH:11]=1)([CH3:8])[C:5]([OH:7])=[O:6])C.[NH2:18][C:19]1[CH:24]=[C:23]([C:25]([F:28])([F:27])[F:26])[CH:22]=[CH:21][C:20]=1[SH:29]. Product: [CH3:8][C:4]([O:9][C:10]1[CH:11]=[CH:12][C:13]([C:16]2[S:29][C:20]3[CH:21]=[CH:22][C:23]([C:25]([F:26])([F:27])[F:28])=[CH:24][C:19]=3[N:18]=2)=[CH:14][CH:15]=1)([CH3:3])[C:5]([OH:7])=[O:6]. The catalyst class is: 5. (3) Reactant: Br[C:2]1[CH:3]=[C:4]([CH:10]=[CH:11][C:12]=1[C:13]#[N:14])[C:5]([O:7][CH2:8][CH3:9])=[O:6].C(=O)([O-])[O-].[Cs+].[Cs+].[CH3:21][CH2:22][CH:23]([NH2:26])[CH2:24][CH3:25].CC1(C)C2C(=C(P(C3C=CC=CC=3)C3C=CC=CC=3)C=CC=2)OC2C(P(C3C=CC=CC=3)C3C=CC=CC=3)=CC=CC1=2. Product: [C:13]([C:12]1[CH:11]=[CH:10][C:4]([C:5]([O:7][CH2:8][CH3:9])=[O:6])=[CH:3][C:2]=1[NH:26][CH:23]([CH2:24][CH3:25])[CH2:22][CH3:21])#[N:14]. The catalyst class is: 102. (4) Reactant: [CH2:1]([Mg]Br)[CH3:2].CN(C=[N:9][S:10]([C:13]1[CH:18]=[CH:17][C:16]([C:19]2[C:24]([O:25][CH3:26])=[CH:23][CH:22]=[C:21]([C:27]3[N:31]([CH3:32])[C:30]([C:33](N(OC)C)=[O:34])=[CH:29][C:28]=3[CH3:39])[CH:20]=2)=[CH:15][CH:14]=1)(=[O:12])=[O:11])C. Product: [CH3:32][N:31]1[C:30]([C:33](=[O:34])[CH2:1][CH3:2])=[CH:29][C:28]([CH3:39])=[C:27]1[C:21]1[CH:22]=[CH:23][C:24]([O:25][CH3:26])=[C:19]([C:16]2[CH:17]=[CH:18][C:13]([S:10]([NH2:9])(=[O:11])=[O:12])=[CH:14][CH:15]=2)[CH:20]=1. The catalyst class is: 1. (5) Reactant: Cl.[NH2:2][OH:3].C([O-])(=O)C.[Na+].[Br:9][C:10]1[CH:22]=[C:21]2[C:13]([C:14]3[C:15](=O)[CH2:16][CH2:17][CH2:18][C:19]=3[N:20]2[CH3:23])=[CH:12][CH:11]=1. Product: [Br:9][C:10]1[CH:22]=[C:21]2[C:13]([C:14]3[C:15](=[N:2][OH:3])[CH2:16][CH2:17][CH2:18][C:19]=3[N:20]2[CH3:23])=[CH:12][CH:11]=1. The catalyst class is: 88. (6) Reactant: [NH2:1][C:2]1[CH:7]=[C:6]([CH2:8][N:9]2[C:14]3[CH:15]=[CH:16][CH:17]=[CH:18][C:13]=3[C:12](=[O:19])[O:11][C:10]2=[O:20])[CH:5]=[CH:4][N:3]=1.[N:21]([CH3:24])=[C:22]=[O:23]. Product: [O:20]=[C:10]1[N:9]([CH2:8][C:6]2[CH:5]=[CH:4][N:3]=[C:2]([NH:1][C:22]([NH:21][CH3:24])=[O:23])[CH:7]=2)[C:14]2[CH:15]=[CH:16][CH:17]=[CH:18][C:13]=2[C:12](=[O:19])[O:11]1. The catalyst class is: 17. (7) Reactant: [OH-].[Na+].[NH2:3][C:4]1[C:11]([O:12][CH2:13][C:14]2[CH:19]=[CH:18][CH:17]=[CH:16][CH:15]=2)=[C:10]([Br:20])[CH:9]=[CH:8][C:5]=1[CH:6]=O.[C:21]([OH:26])(=[O:25])[C:22]([CH3:24])=O. Product: [CH2:13]([O:12][C:11]1[C:10]([Br:20])=[CH:9][CH:8]=[C:5]2[C:4]=1[N:3]=[C:22]([C:21]([OH:26])=[O:25])[CH:24]=[CH:6]2)[C:14]1[CH:19]=[CH:18][CH:17]=[CH:16][CH:15]=1. The catalyst class is: 5. (8) Reactant: [C:1]([O:5][C:6]([NH:8][C@@H:9]1[CH2:14][C:13]([C:15]([OH:17])=[O:16])=[CH:12][CH2:11][C@H:10]1[C:18]1[CH:23]=[C:22]([F:24])[C:21]([F:25])=[CH:20][C:19]=1[F:26])=[O:7])([CH3:4])([CH3:3])[CH3:2].[CH3:27][Si](C=[N+]=[N-])(C)C.C(O)(=O)C. Product: [C:1]([O:5][C:6]([NH:8][C@H:9]1[CH2:14][C:13]([C:15]([O:17][CH3:27])=[O:16])=[CH:12][CH2:11][C@@H:10]1[C:18]1[CH:23]=[C:22]([F:24])[C:21]([F:25])=[CH:20][C:19]=1[F:26])=[O:7])([CH3:4])([CH3:2])[CH3:3]. The catalyst class is: 100. (9) Reactant: [CH2:1]([N:8]([CH2:21][C:22]1[CH:51]=[CH:50][C:25]([O:26][C:27]2[CH:49]=[CH:48][C:30]([O:31][CH2:32][CH2:33][CH2:34][C:35]([NH:37][C@H:38]([C:41]([O:43]C(C)(C)C)=[O:42])[CH2:39][OH:40])=[O:36])=[CH:29][CH:28]=2)=[CH:24][CH:23]=1)[C:9]1[CH:14]=[CH:13][CH:12]=[C:11]([NH:15][S:16]([CH3:19])(=[O:18])=[O:17])[C:10]=1[CH3:20])[C:2]1[CH:7]=[CH:6][CH:5]=[CH:4][CH:3]=1.FC(F)(F)C(O)=O. Product: [CH2:1]([N:8]([CH2:21][C:22]1[CH:51]=[CH:50][C:25]([O:26][C:27]2[CH:28]=[CH:29][C:30]([O:31][CH2:32][CH2:33][CH2:34][C:35]([NH:37][C@H:38]([C:41]([OH:43])=[O:42])[CH2:39][OH:40])=[O:36])=[CH:48][CH:49]=2)=[CH:24][CH:23]=1)[C:9]1[CH:14]=[CH:13][CH:12]=[C:11]([NH:15][S:16]([CH3:19])(=[O:18])=[O:17])[C:10]=1[CH3:20])[C:2]1[CH:3]=[CH:4][CH:5]=[CH:6][CH:7]=1. The catalyst class is: 4.